From a dataset of Forward reaction prediction with 1.9M reactions from USPTO patents (1976-2016). Predict the product of the given reaction. Given the reactants [NH:1]1[CH:5]=[C:4]([CH2:6][CH2:7][C:8]([OH:10])=O)[N:3]=[N:2]1.S(Cl)([Cl:13])=O, predict the reaction product. The product is: [NH:1]1[CH:5]=[C:4]([CH2:6][CH2:7][C:8]([Cl:13])=[O:10])[N:3]=[N:2]1.